This data is from Full USPTO retrosynthesis dataset with 1.9M reactions from patents (1976-2016). The task is: Predict the reactants needed to synthesize the given product. (1) Given the product [N+:18]([C:15]1[CH:14]=[CH:13][C:12]([O:10][C:6]2[CH:7]=[CH:8][CH:9]=[C:4]([N+:1]([O-:3])=[O:2])[CH:5]=2)=[CH:17][N:16]=1)([O-:20])=[O:19], predict the reactants needed to synthesize it. The reactants are: [N+:1]([C:4]1[CH:5]=[C:6]([OH:10])[CH:7]=[CH:8][CH:9]=1)([O-:3])=[O:2].Br[C:12]1[CH:13]=[CH:14][C:15]([N+:18]([O-:20])=[O:19])=[N:16][CH:17]=1.C(=O)([O-])[O-].[Cs+].[Cs+].CN(C)C=O. (2) Given the product [CH2:39]([O:38][C:29]1[CH:30]=[CH:31][C:32]([C:34]([F:36])([F:35])[F:37])=[CH:33][C:28]=1[C:24]1[C:23]2[N:22]([N:21]=[C:20]([NH:19][C:17]3[CH:16]=[CH:15][C:12]4[CH2:13][CH2:14][NH:8][CH2:9][CH2:10][C:11]=4[CH:18]=3)[N:43]=2)[CH:27]=[CH:26][CH:25]=1)[CH:40]([CH3:42])[CH3:41], predict the reactants needed to synthesize it. The reactants are: C(OC([N:8]1[CH2:14][CH2:13][C:12]2[CH:15]=[CH:16][C:17]([NH:19][C:20]3[N:43]=[C:23]4[C:24]([C:28]5[CH:33]=[C:32]([C:34]([F:37])([F:36])[F:35])[CH:31]=[CH:30][C:29]=5[O:38][CH2:39][CH:40]([CH3:42])[CH3:41])=[CH:25][CH:26]=[CH:27][N:22]4[N:21]=3)=[CH:18][C:11]=2[CH2:10][CH2:9]1)=O)(C)(C)C.FC(F)(F)C(O)=O. (3) Given the product [F:1][C@H:2]([CH2:15][C:16]1[CH:21]=[CH:20][CH:19]=[CH:18][CH:17]=1)[CH2:3][NH2:4], predict the reactants needed to synthesize it. The reactants are: [F:1][C@H:2]([CH2:15][C:16]1[CH:21]=[CH:20][CH:19]=[CH:18][CH:17]=1)[CH2:3][NH:4]S(C1C=CC(C)=CC=1)(=O)=O.N.[Na]. (4) Given the product [CH:1]1([CH2:7][CH2:8][CH:9]2[O:10][C:15](=[O:16])[CH:14]=[C:13]2[O:12][CH3:11])[CH2:6][CH2:5][CH2:4][CH2:3][CH2:2]1, predict the reactants needed to synthesize it. The reactants are: [CH:1]1([CH2:7][CH2:8][CH:9]=[O:10])[CH2:6][CH2:5][CH2:4][CH2:3][CH2:2]1.[CH3:11][O:12][C:13](=O)/[CH:14]=[CH:15]/[O:16]C. (5) Given the product [C:41]([O:45][C:46]([N:9]1[C@@H:8]([C:5]2[CH:4]=[CH:3][C:2]([Cl:1])=[CH:7][CH:6]=2)[C@H:12]([C:13]2[CH:14]=[CH:15][C:16]([Cl:19])=[CH:17][CH:18]=2)[N:11]=[C:10]1[C:20]1[CH:25]=[CH:24][C:23]([O:26][CH3:27])=[CH:22][C:21]=1[O:28][CH:29]([CH3:31])[CH3:30])=[O:47])([CH3:44])([CH3:43])[CH3:42], predict the reactants needed to synthesize it. The reactants are: [Cl:1][C:2]1[CH:7]=[CH:6][C:5]([C@H:8]2[C@H:12]([C:13]3[CH:18]=[CH:17][C:16]([Cl:19])=[CH:15][CH:14]=3)[NH:11][C:10]([C:20]3[CH:25]=[CH:24][C:23]([O:26][CH3:27])=[CH:22][C:21]=3[O:28][CH:29]([CH3:31])[CH3:30])=[N:9]2)=[CH:4][CH:3]=1.CC1C=CN=C(N)C=1C.[C:41]([O:45][C:46](O[C:46]([O:45][C:41]([CH3:44])([CH3:43])[CH3:42])=[O:47])=[O:47])([CH3:44])([CH3:43])[CH3:42]. (6) Given the product [Cl:1][C:2]1[CH:3]=[N:4][C:5]2[N:6]([N:8]=[C:9]([C:11]([N:16]3[CH2:17][CH:18]=[C:19]([C:21]4[CH:26]=[CH:25][CH:24]=[CH:23][N:22]=4)[CH2:20][CH:15]3[CH3:14])=[O:13])[CH:10]=2)[CH:7]=1, predict the reactants needed to synthesize it. The reactants are: [Cl:1][C:2]1[CH:3]=[N:4][C:5]2[N:6]([N:8]=[C:9]([C:11]([OH:13])=O)[CH:10]=2)[CH:7]=1.[CH3:14][CH:15]1[CH2:20][C:19]([C:21]2[CH:26]=[CH:25][CH:24]=[CH:23][N:22]=2)=[CH:18][CH2:17][NH:16]1. (7) Given the product [CH2:1]([NH:4][S:5]([C:8]1[C:13]([Cl:14])=[CH:12][CH:11]=[C:10]([N+:15]([O-:17])=[O:16])[C:9]=1[OH:21])(=[O:7])=[O:6])[CH2:2][CH3:3], predict the reactants needed to synthesize it. The reactants are: [CH2:1]([NH:4][S:5]([C:8]1[C:13]([Cl:14])=[CH:12][CH:11]=[C:10]([N+:15]([O-:17])=[O:16])[C:9]=1Cl)(=[O:7])=[O:6])[CH2:2][CH3:3].[H-].[Na+].[OH2:21].